From a dataset of Forward reaction prediction with 1.9M reactions from USPTO patents (1976-2016). Predict the product of the given reaction. The product is: [Cl:1][C:2]1[C:3]([F:12])=[C:4]([CH:8]=[CH:9][C:10]=1[F:11])[C:5]([N:15]([CH2:13][CH3:14])[CH2:16][CH2:17][OH:18])=[O:6]. Given the reactants [Cl:1][C:2]1[C:3]([F:12])=[C:4]([CH:8]=[CH:9][C:10]=1[F:11])[C:5](Cl)=[O:6].[CH2:13]([NH:15][CH2:16][CH2:17][OH:18])[CH3:14], predict the reaction product.